From a dataset of Forward reaction prediction with 1.9M reactions from USPTO patents (1976-2016). Predict the product of the given reaction. Given the reactants [Li+].C[Si]([N-][Si](C)(C)C)(C)C.[CH3:11][O:12][CH:13]([O:29][CH3:30])[C:14]1[N:23]=[C:22]2[C:17]([CH2:18][CH2:19][CH2:20][NH:21]2)=[CH:16][C:15]=1[N:24]1[CH:28]=[CH:27][N:26]=[CH:25]1.[C:31]1([O:37][C:38](=O)[O:39]C2C=CC=CC=2)[CH:36]=[CH:35][CH:34]=[CH:33][CH:32]=1, predict the reaction product. The product is: [CH3:30][O:29][CH:13]([O:12][CH3:11])[C:14]1[N:23]=[C:22]2[C:17]([CH2:18][CH2:19][CH2:20][N:21]2[C:38]([O:37][C:31]2[CH:36]=[CH:35][CH:34]=[CH:33][CH:32]=2)=[O:39])=[CH:16][C:15]=1[N:24]1[CH:28]=[CH:27][N:26]=[CH:25]1.